Task: Predict the product of the given reaction.. Dataset: Forward reaction prediction with 1.9M reactions from USPTO patents (1976-2016) (1) The product is: [CH3:17][O:18][C:19]1[CH:20]=[C:21]2[C:26](=[CH:27][CH:28]=1)[CH:25]=[C:24]([O:29][C:2]1[CH:7]=[CH:6][C:5]([N+:8]([O-:10])=[O:9])=[CH:4][CH:3]=1)[CH:23]=[CH:22]2. Given the reactants F[C:2]1[CH:7]=[CH:6][C:5]([N+:8]([O-:10])=[O:9])=[CH:4][CH:3]=1.C(=O)([O-])[O-].[K+].[K+].[CH3:17][O:18][C:19]1[CH:20]=[C:21]2[C:26](=[CH:27][CH:28]=1)[CH:25]=[C:24]([OH:29])[CH:23]=[CH:22]2.O, predict the reaction product. (2) Given the reactants [C:1]([O:5][C:6]([N:8]1[CH2:13][CH2:12][N:11]([C:14]2[CH:22]=[CH:21][C:17]([C:18](O)=[O:19])=[CH:16][CH:15]=2)[CH2:10][CH2:9]1)=[O:7])([CH3:4])([CH3:3])[CH3:2].B.C1COCC1.CO, predict the reaction product. The product is: [OH:19][CH2:18][C:17]1[CH:16]=[CH:15][C:14]([N:11]2[CH2:10][CH2:9][N:8]([C:6]([O:5][C:1]([CH3:4])([CH3:3])[CH3:2])=[O:7])[CH2:13][CH2:12]2)=[CH:22][CH:21]=1.